From a dataset of Reaction yield outcomes from USPTO patents with 853,638 reactions. Predict the reaction yield, written as a fraction of the theoretical maximum amount of product (1.0 means a 100% yield; for example, 0.34 means a 34% yield). (1) The reactants are [CH3:1][O:2][C:3]1[C:9]([CH2:10][CH2:11][N:12]2[CH2:17][CH2:16][N:15]([C:18]3[CH:27]=[CH:26][CH:25]=[C:24]4[C:19]=3[CH:20]=[CH:21][C:22]([CH3:28])=[N:23]4)[CH2:14][CH2:13]2)=[CH:8][CH:7]=[CH:6][C:4]=1[NH2:5].[C:29]([Cl:32])(=[O:31])[CH3:30]. No catalyst specified. The product is [ClH:32].[ClH:32].[CH3:1][O:2][C:3]1[C:9]([CH2:10][CH2:11][N:12]2[CH2:13][CH2:14][N:15]([C:18]3[CH:27]=[CH:26][CH:25]=[C:24]4[C:19]=3[CH:20]=[CH:21][C:22]([CH3:28])=[N:23]4)[CH2:16][CH2:17]2)=[CH:8][CH:7]=[CH:6][C:4]=1[NH:5][C:29](=[O:31])[CH3:30]. The yield is 0.420. (2) The yield is 0.190. The reactants are [CH:1]1([C@H:5]([NH:13][C:14]([C:16]2[C:21]([CH3:22])=[CH:20][C:19](=[O:23])[N:18]([C:24]3[CH:29]=[CH:28][CH:27]=[CH:26][CH:25]=3)[C:17]=2[CH3:30])=[O:15])[C:6]2[CH:11]=[CH:10][CH:9]=[C:8]([F:12])[CH:7]=2)[CH2:4][CH2:3][CH2:2]1.[B-](F)(F)(F)[F:32].[B-](F)(F)(F)F.C1[N+]2(CCl)CC[N+](F)(CC2)C1. The catalyst is C(#N)C. The product is [CH:1]1([C@H:5]([NH:13][C:14]([C:16]2[C:21]([CH3:22])=[C:20]([F:32])[C:19](=[O:23])[N:18]([C:24]3[CH:25]=[CH:26][CH:27]=[CH:28][CH:29]=3)[C:17]=2[CH3:30])=[O:15])[C:6]2[CH:11]=[CH:10][CH:9]=[C:8]([F:12])[CH:7]=2)[CH2:4][CH2:3][CH2:2]1. (3) The reactants are [Cl:1][C:2]1[CH:7]=[CH:6][C:5]([O:8][C:9]2[CH:16]=[CH:15][C:14]([CH2:17][S:18][C:19]3[NH:20][CH:21]=[C:22]([CH2:26][C:27]4[C:35]5[C:30](=[CH:31][CH:32]=[CH:33][CH:34]=5)[N:29]([CH3:36])[CH:28]=4)[C:23](=[O:25])[N:24]=3)=[CH:13][C:10]=2[C:11]#[N:12])=[CH:4][C:3]=1[C:37]([F:40])([F:39])[F:38].[CH3:41]CN(C(C)C)C(C)C.CI. The catalyst is C(Cl)(Cl)Cl.[Br-].[Zn+2].[Br-]. The product is [Cl:1][C:2]1[CH:7]=[CH:6][C:5]([O:8][C:9]2[CH:16]=[CH:15][C:14]([CH2:17][S:18][C:19]3[N:20]([CH3:41])[CH:21]=[C:22]([CH2:26][C:27]4[C:35]5[C:30](=[CH:31][CH:32]=[CH:33][CH:34]=5)[N:29]([CH3:36])[CH:28]=4)[C:23](=[O:25])[N:24]=3)=[CH:13][C:10]=2[C:11]#[N:12])=[CH:4][C:3]=1[C:37]([F:40])([F:38])[F:39]. The yield is 0.135.